Dataset: Reaction yield outcomes from USPTO patents with 853,638 reactions. Task: Predict the reaction yield, written as a fraction of the theoretical maximum amount of product (1.0 means a 100% yield; for example, 0.34 means a 34% yield). (1) The reactants are Cl[C:2]1[CH:3]=[CH:4][C:5]2[O:14][CH2:13][CH2:12][C:11]3[CH:10]=[C:9]([C:15]4[N:16]([C:20]5[CH:25]=[CH:24][C:23]([F:26])=[CH:22][C:21]=5[F:27])[N:17]=[CH:18][N:19]=4)[S:8][C:7]=3[C:6]=2[N:28]=1.[CH3:29][O:30][CH2:31][CH2:32][NH2:33].CC(C1C=C(C(C)C)C(C2C=CC=CC=2P(C2CCCCC2)C2CCCCC2)=C(C(C)C)C=1)C.CC(C)([O-])C. The catalyst is O1CCOCC1.CC([O-])=O.CC([O-])=O.[Pd+2]. The product is [F:27][C:21]1[CH:22]=[C:23]([F:26])[CH:24]=[CH:25][C:20]=1[N:16]1[C:15]([C:9]2[S:8][C:7]3[C:6]4[N:28]=[C:2]([NH:33][CH2:32][CH2:31][O:30][CH3:29])[CH:3]=[CH:4][C:5]=4[O:14][CH2:13][CH2:12][C:11]=3[CH:10]=2)=[N:19][CH:18]=[N:17]1. The yield is 0.340. (2) The reactants are [Cl:1][C:2]1[CH:31]=[CH:30][C:5]([CH2:6][NH:7][C:8]([C:10]2[C:19](=[O:20])[C:18]3[C:13](=[C:14](I)[CH:15]=[C:16]([CH2:21][CH:22]4[CH2:27][CH2:26][O:25][CH2:24][CH2:23]4)[CH:17]=3)[N:12]([CH3:29])[CH:11]=2)=[O:9])=[CH:4][CH:3]=1.[CH2:32]([OH:35])[C:33]#[CH:34]. The catalyst is N(CC)CC.C(Cl)Cl.Cl[Pd](Cl)([P](C1C=CC=CC=1)(C1C=CC=CC=1)C1C=CC=CC=1)[P](C1C=CC=CC=1)(C1C=CC=CC=1)C1C=CC=CC=1.[Cu]I. The product is [Cl:1][C:2]1[CH:31]=[CH:30][C:5]([CH2:6][NH:7][C:8]([C:10]2[C:19](=[O:20])[C:18]3[C:13](=[C:14]([C:34]#[C:33][CH2:32][OH:35])[CH:15]=[C:16]([CH2:21][CH:22]4[CH2:27][CH2:26][O:25][CH2:24][CH2:23]4)[CH:17]=3)[N:12]([CH3:29])[CH:11]=2)=[O:9])=[CH:4][CH:3]=1. The yield is 0.660. (3) The reactants are Cl.[CH2:2]([O:9][C:10](=[O:16])[C@H:11]1[CH2:15][CH2:14][CH2:13][NH:12]1)[C:3]1[CH:8]=[CH:7][CH:6]=[CH:5][CH:4]=1.[OH:17][C:18]1[CH:23]=[C:22]([CH2:24][C:25]([OH:27])=O)[C:21]([OH:28])=[CH:20][C:19]=1[CH2:29][C:30]([OH:32])=O. The catalyst is CCOC(C)=O.CCCCCC. The product is [CH2:2]([O:9][C:10]([C@H:11]1[CH2:15][CH2:14][CH2:13][N:12]1[C:30](=[O:32])[CH2:29][C:19]1[CH:20]=[C:21]([OH:28])[C:22]([CH2:24][C:25]([N:12]2[CH2:13][CH2:14][CH2:15][C@@H:11]2[C:10]([O:9][CH2:2][C:3]2[CH:8]=[CH:7][CH:6]=[CH:5][CH:4]=2)=[O:16])=[O:27])=[CH:23][C:18]=1[OH:17])=[O:16])[C:3]1[CH:4]=[CH:5][CH:6]=[CH:7][CH:8]=1. The yield is 0.240. (4) The reactants are [F:1][C:2]1[CH:7]=[C:6]([N+:8]([O-])=O)[CH:5]=[C:4](I)[CH:3]=1.C([O-])(=O)C.[Na+].[C:17]([O:21][CH3:22])(=[O:20])[CH:18]=[CH2:19].C(O)(=O)C. The catalyst is C(O)C.C([O-])(=O)C.[Pd+2].C([O-])(=O)C.[Fe].O.CN1CCCC1=O. The product is [NH2:8][C:6]1[CH:5]=[C:4](/[CH:19]=[CH:18]/[C:17]([O:21][CH3:22])=[O:20])[CH:3]=[C:2]([F:1])[CH:7]=1. The yield is 0.740. (5) The reactants are CO[C:3]1[CH:8]=[C:7]([C:9]([F:12])([F:11])[F:10])[CH:6]=[CH:5][C:4]=1[C:13]1[O:14][CH2:15][C:16]([CH3:19])([CH3:18])[N:17]=1.[Br-].[CH2:21]1[CH2:25]OC[CH2:22]1. No catalyst specified. The product is [CH:21]([C:3]1[CH:8]=[C:7]([C:9]([F:12])([F:11])[F:10])[CH:6]=[CH:5][C:4]=1[C:13]1[O:14][CH2:15][C:16]([CH3:19])([CH3:18])[N:17]=1)([CH3:25])[CH3:22]. The yield is 0.910. (6) The product is [CH:45]1([C:43]([NH:42][C:40]2[N:41]=[C:36]3[CH:35]=[CH:34][C:33]([O:32][C:31]4[CH:30]=[CH:29][C:28]([NH:27][C:13]([C:4]5[CH:3]=[C:2]([CH3:1])[N:6]([C:7]6[CH:8]=[CH:9][CH:10]=[CH:11][CH:12]=6)[N:5]=5)=[O:15])=[CH:49][CH:48]=4)=[N:38][N:37]3[CH:39]=2)=[O:44])[CH2:46][CH2:47]1. The catalyst is CN(C)C(=O)C.O1CCCC1. The reactants are [CH3:1][C:2]1[N:6]([C:7]2[CH:12]=[CH:11][CH:10]=[CH:9][CH:8]=2)[N:5]=[C:4]([C:13]([OH:15])=O)[CH:3]=1.CN(C)C=O.C(Cl)(=O)C(Cl)=O.[NH2:27][C:28]1[CH:49]=[CH:48][C:31]([O:32][C:33]2[CH:34]=[CH:35][C:36]3[N:37]([CH:39]=[C:40]([NH:42][C:43]([CH:45]4[CH2:47][CH2:46]4)=[O:44])[N:41]=3)[N:38]=2)=[CH:30][CH:29]=1. The yield is 0.700.